From a dataset of Forward reaction prediction with 1.9M reactions from USPTO patents (1976-2016). Predict the product of the given reaction. (1) The product is: [C:13]([O:18][C:2]1([CH3:1])[CH:9]2[CH2:10][CH:5]3[CH2:6][CH:7]([CH2:11][CH:3]1[CH2:4]3)[CH2:8]2)(=[O:17])[C:14]([CH3:16])=[CH2:15]. Given the reactants [CH3:1][CH:2]1[CH:9]2[CH2:10][CH:5]3[CH2:6][CH:7]([CH2:11][C:3]1(O)[CH2:4]3)[CH2:8]2.[C:13]([OH:18])(=[O:17])[C:14]([CH3:16])=[CH2:15].B(F)(F)F.CCOCC, predict the reaction product. (2) The product is: [C:13]([NH:2][C:3]1[CH:4]=[C:5]([CH:10]=[CH:11][N:12]=1)[C:6]([O:8][CH3:9])=[O:7])(=[O:17])[CH2:14][CH2:15][CH3:16]. Given the reactants Cl.[NH2:2][C:3]1[CH:4]=[C:5]([CH:10]=[CH:11][N:12]=1)[C:6]([O:8][CH3:9])=[O:7].[C:13](Cl)(=[O:17])[CH2:14][CH2:15][CH3:16], predict the reaction product. (3) Given the reactants [CH3:1][NH:2][NH2:3].F[C:5]1[CH:12]=[C:11]([N:13]2[CH2:17][CH2:16][N:15]([C:18]3[CH:19]=[N:20][CH:21]=[CH:22][C:23]=3[CH3:24])[C:14]2=[O:25])[CH:10]=[CH:9][C:6]=1[C:7]#[N:8].CO, predict the reaction product. The product is: [NH2:8][C:7]1[C:6]2[C:5](=[CH:12][C:11]([N:13]3[CH2:17][CH2:16][N:15]([C:18]4[CH:19]=[N:20][CH:21]=[CH:22][C:23]=4[CH3:24])[C:14]3=[O:25])=[CH:10][CH:9]=2)[N:2]([CH3:1])[N:3]=1. (4) The product is: [Br:11][C:12]1[CH:13]=[C:14]([NH:18][C:19]2[C:20]3[C:27]4[CH2:28][CH2:29][CH:30]([C:32]([N:5]5[CH2:10][CH2:9][CH2:8][CH2:7][CH2:6]5)=[O:33])[CH2:31][C:26]=4[S:25][C:21]=3[N:22]=[CH:23][N:24]=2)[CH:15]=[CH:16][CH:17]=1. Given the reactants C[Al](C)C.[NH:5]1[CH2:10][CH2:9][CH2:8][CH2:7][CH2:6]1.[Br:11][C:12]1[CH:13]=[C:14]([NH:18][C:19]2[C:20]3[C:27]4[CH2:28][CH2:29][CH:30]([C:32](OCC)=[O:33])[CH2:31][C:26]=4[S:25][C:21]=3[N:22]=[CH:23][N:24]=2)[CH:15]=[CH:16][CH:17]=1, predict the reaction product. (5) Given the reactants [CH3:1][C:2]1[N:6]([C:7]2[CH:12]=[CH:11][CH:10]=[C:9]([C:13]([F:16])([F:15])[F:14])[CH:8]=2)[N:5]=[C:4]([C:17]2[CH:22]=[CH:21][N:20]=[CH:19][CH:18]=2)[C:3]=1[C:23](O)=[O:24].[N:26]1([CH:31]2[CH2:36][CH2:35][NH:34][CH2:33][CH2:32]2)[CH2:30][CH2:29][CH2:28][CH2:27]1, predict the reaction product. The product is: [CH3:1][C:2]1[N:6]([C:7]2[CH:12]=[CH:11][CH:10]=[C:9]([C:13]([F:15])([F:14])[F:16])[CH:8]=2)[N:5]=[C:4]([C:17]2[CH:22]=[CH:21][N:20]=[CH:19][CH:18]=2)[C:3]=1[C:23]([N:34]1[CH2:35][CH2:36][CH:31]([N:26]2[CH2:30][CH2:29][CH2:28][CH2:27]2)[CH2:32][CH2:33]1)=[O:24]. (6) Given the reactants [NH2:1][C:2]1[C:7]([NH2:8])=[C:6]([N:9]([CH3:11])[CH3:10])[N:5]=[CH:4][N:3]=1.[F:12][C:13]([F:24])([F:23])[C:14](O[C:14](=O)[C:13]([F:24])([F:23])[F:12])=O, predict the reaction product. The product is: [F:12][C:13]([F:24])([F:23])[C:14]1[NH:8][C:7]2[C:2](=[N:3][CH:4]=[N:5][C:6]=2[N:9]([CH3:11])[CH3:10])[N:1]=1.